From a dataset of Reaction yield outcomes from USPTO patents with 853,638 reactions. Predict the reaction yield, written as a fraction of the theoretical maximum amount of product (1.0 means a 100% yield; for example, 0.34 means a 34% yield). The reactants are C(OC(C1C(=O)N(CCC(C)C)N2C=CC=C2C=1O)=O)C.NC1C=CC(NS(C)(=O)=O)=CC=1S(N)(=O)=O.[CH3:38][S:39]([NH:42][C:43]1[CH:48]=[CH:47][C:46]([NH:49][C:50]([C:52]2[C:57](=[O:58])[N:56]([CH2:59][CH2:60][CH:61]([CH3:63])[CH3:62])[N:55]3[CH:64]=[CH:65][CH:66]=[C:54]3[C:53]=2[OH:67])=O)=[C:45]([S:68](=[O:71])(=[O:70])[NH2:69])[CH:44]=1)(=[O:41])=[O:40].N12CCCN=C1CCCCC2. The catalyst is N1C=CC=CC=1. The product is [OH:67][C:53]1[C:54]2[N:55]([CH:64]=[CH:65][CH:66]=2)[N:56]([CH2:59][CH2:60][CH:61]([CH3:63])[CH3:62])[C:57](=[O:58])[C:52]=1[C:50]1[NH:49][C:46]2[CH:47]=[CH:48][C:43]([NH:42][S:39]([CH3:38])(=[O:41])=[O:40])=[CH:44][C:45]=2[S:68](=[O:71])(=[O:70])[N:69]=1. The yield is 0.0970.